From a dataset of NCI-60 drug combinations with 297,098 pairs across 59 cell lines. Regression. Given two drug SMILES strings and cell line genomic features, predict the synergy score measuring deviation from expected non-interaction effect. (1) Drug 1: CCCCCOC(=O)NC1=NC(=O)N(C=C1F)C2C(C(C(O2)C)O)O. Drug 2: C1CCC(C(C1)N)N.C(=O)(C(=O)[O-])[O-].[Pt+4]. Cell line: SK-OV-3. Synergy scores: CSS=0.406, Synergy_ZIP=-3.17, Synergy_Bliss=-6.32, Synergy_Loewe=-4.39, Synergy_HSA=-4.50. (2) Drug 1: CC1OCC2C(O1)C(C(C(O2)OC3C4COC(=O)C4C(C5=CC6=C(C=C35)OCO6)C7=CC(=C(C(=C7)OC)O)OC)O)O. Drug 2: CC1CCC2CC(C(=CC=CC=CC(CC(C(=O)C(C(C(=CC(C(=O)CC(OC(=O)C3CCCCN3C(=O)C(=O)C1(O2)O)C(C)CC4CCC(C(C4)OC)OCCO)C)C)O)OC)C)C)C)OC. Cell line: HCT-15. Synergy scores: CSS=51.6, Synergy_ZIP=-5.36, Synergy_Bliss=-0.974, Synergy_Loewe=-1.06, Synergy_HSA=1.26. (3) Drug 1: C1=CN(C(=O)N=C1N)C2C(C(C(O2)CO)O)O.Cl. Drug 2: CC1C(C(CC(O1)OC2CC(OC(C2O)C)OC3=CC4=CC5=C(C(=O)C(C(C5)C(C(=O)C(C(C)O)O)OC)OC6CC(C(C(O6)C)O)OC7CC(C(C(O7)C)O)OC8CC(C(C(O8)C)O)(C)O)C(=C4C(=C3C)O)O)O)O. Cell line: PC-3. Synergy scores: CSS=41.1, Synergy_ZIP=-0.455, Synergy_Bliss=-3.32, Synergy_Loewe=-2.71, Synergy_HSA=-2.34. (4) Drug 1: CN1C(=O)N2C=NC(=C2N=N1)C(=O)N. Drug 2: CS(=O)(=O)OCCCCOS(=O)(=O)C. Cell line: HOP-62. Synergy scores: CSS=-7.40, Synergy_ZIP=0.220, Synergy_Bliss=-6.86, Synergy_Loewe=-8.91, Synergy_HSA=-9.51. (5) Drug 1: CCC1=CC2CC(C3=C(CN(C2)C1)C4=CC=CC=C4N3)(C5=C(C=C6C(=C5)C78CCN9C7C(C=CC9)(C(C(C8N6C)(C(=O)OC)O)OC(=O)C)CC)OC)C(=O)OC.C(C(C(=O)O)O)(C(=O)O)O. Drug 2: C(CCl)NC(=O)N(CCCl)N=O. Cell line: M14. Synergy scores: CSS=27.7, Synergy_ZIP=2.45, Synergy_Bliss=5.40, Synergy_Loewe=-41.3, Synergy_HSA=5.37. (6) Drug 1: CC1=C2C(C(=O)C3(C(CC4C(C3C(C(C2(C)C)(CC1OC(=O)C(C(C5=CC=CC=C5)NC(=O)OC(C)(C)C)O)O)OC(=O)C6=CC=CC=C6)(CO4)OC(=O)C)O)C)O. Drug 2: CCN(CC)CCCC(C)NC1=C2C=C(C=CC2=NC3=C1C=CC(=C3)Cl)OC. Cell line: ACHN. Synergy scores: CSS=32.4, Synergy_ZIP=-5.54, Synergy_Bliss=-4.26, Synergy_Loewe=-7.26, Synergy_HSA=-3.06. (7) Drug 1: CC1C(C(CC(O1)OC2CC(CC3=C2C(=C4C(=C3O)C(=O)C5=C(C4=O)C(=CC=C5)OC)O)(C(=O)CO)O)N)O.Cl. Drug 2: COC1=CC(=CC(=C1O)OC)C2C3C(COC3=O)C(C4=CC5=C(C=C24)OCO5)OC6C(C(C7C(O6)COC(O7)C8=CC=CS8)O)O. Cell line: HCT-15. Synergy scores: CSS=41.7, Synergy_ZIP=3.10, Synergy_Bliss=4.83, Synergy_Loewe=-14.2, Synergy_HSA=3.49. (8) Drug 1: CC12CCC3C(C1CCC2=O)CC(=C)C4=CC(=O)C=CC34C. Drug 2: CN1C(=O)N2C=NC(=C2N=N1)C(=O)N. Cell line: HOP-92. Synergy scores: CSS=13.0, Synergy_ZIP=-1.42, Synergy_Bliss=0.176, Synergy_Loewe=-6.33, Synergy_HSA=0.494. (9) Drug 1: CC1=C(C=C(C=C1)NC2=NC=CC(=N2)N(C)C3=CC4=NN(C(=C4C=C3)C)C)S(=O)(=O)N.Cl. Drug 2: C1=NC2=C(N1)C(=S)N=C(N2)N. Cell line: COLO 205. Synergy scores: CSS=13.8, Synergy_ZIP=6.25, Synergy_Bliss=2.45, Synergy_Loewe=-27.0, Synergy_HSA=-3.58. (10) Drug 1: CN(CC1=CN=C2C(=N1)C(=NC(=N2)N)N)C3=CC=C(C=C3)C(=O)NC(CCC(=O)O)C(=O)O. Drug 2: CC1C(C(CC(O1)OC2CC(CC3=C2C(=C4C(=C3O)C(=O)C5=C(C4=O)C(=CC=C5)OC)O)(C(=O)CO)O)N)O.Cl. Cell line: SF-539. Synergy scores: CSS=51.7, Synergy_ZIP=-7.89, Synergy_Bliss=-11.9, Synergy_Loewe=-10.9, Synergy_HSA=-5.42.